From a dataset of Forward reaction prediction with 1.9M reactions from USPTO patents (1976-2016). Predict the product of the given reaction. (1) Given the reactants [C:1]([C:4]1[CH:5]=[C:6]([N:10]([CH3:20])[S:11]([C:14]2[CH:19]=[CH:18][CH:17]=[CH:16][CH:15]=2)(=[O:13])=[O:12])[CH:7]=[CH:8][CH:9]=1)(=[O:3])[CH3:2].CO[CH:23](OC)[N:24]([CH3:26])[CH3:25], predict the reaction product. The product is: [CH3:23][N:24]([CH3:26])[CH:25]=[CH:2][C:1]([C:4]1[CH:5]=[C:6]([N:10]([CH3:20])[S:11]([C:14]2[CH:19]=[CH:18][CH:17]=[CH:16][CH:15]=2)(=[O:13])=[O:12])[CH:7]=[CH:8][CH:9]=1)=[O:3]. (2) The product is: [Cl:27][C:24]1[S:23][C:22]([C:20]([N:10]2[C:11]3[C:16](=[CH:15][C:14]([O:17][CH3:18])=[C:13]([F:19])[CH:12]=3)[C:8]([CH2:7][C:6]([OH:29])=[O:5])=[C:9]2[CH3:28])=[O:21])=[CH:26][CH:25]=1. Given the reactants C[Si](C)(C)CC[O:5][C:6](=[O:29])[CH2:7][C:8]1[C:16]2[C:11](=[CH:12][C:13]([F:19])=[C:14]([O:17][CH3:18])[CH:15]=2)[N:10]([C:20]([C:22]2[S:23][C:24]([Cl:27])=[CH:25][CH:26]=2)=[O:21])[C:9]=1[CH3:28].ClC1SC=CC=1.[F-].C([N+](CCCC)(CCCC)CCCC)CCC, predict the reaction product. (3) Given the reactants [CH2:1]([N:8]([CH2:21][C:22]1[CH:42]=[CH:41][C:25]([O:26][C:27]2[CH:40]=[CH:39][C:30]([O:31][CH2:32][CH2:33][CH2:34][CH2:35][C:36](O)=[O:37])=[CH:29][CH:28]=2)=[CH:24][CH:23]=1)[C:9]1[CH:14]=[CH:13][CH:12]=[C:11]([NH:15][S:16]([CH3:19])(=[O:18])=[O:17])[C:10]=1[CH3:20])[C:2]1[CH:7]=[CH:6][CH:5]=[CH:4][CH:3]=1.Cl.C([O:46][C:47](=[O:51])[CH2:48][CH2:49][NH2:50])C, predict the reaction product. The product is: [CH2:1]([N:8]([CH2:21][C:22]1[CH:23]=[CH:24][C:25]([O:26][C:27]2[CH:28]=[CH:29][C:30]([O:31][CH2:32][CH2:33][CH2:34][CH2:35][C:36]([NH:50][CH2:49][CH2:48][C:47]([OH:46])=[O:51])=[O:37])=[CH:39][CH:40]=2)=[CH:41][CH:42]=1)[C:9]1[CH:14]=[CH:13][CH:12]=[C:11]([NH:15][S:16]([CH3:19])(=[O:17])=[O:18])[C:10]=1[CH3:20])[C:2]1[CH:3]=[CH:4][CH:5]=[CH:6][CH:7]=1. (4) Given the reactants [S:1]1[CH:5]=[CH:4][CH:3]=[C:2]1[S:6]([NH:9][C:10]1[CH:11]=[C:12]([O:22][C:23]([F:26])([F:25])[F:24])[CH:13]=[C:14]2[C:18]=1[NH:17][C:16]([C:19]([NH2:21])=O)=[CH:15]2)(=[O:8])=[O:7].COC1C=CC(P2(SP(C3C=CC(OC)=CC=3)(=S)S2)=[S:36])=CC=1.[C:49]([O:54][CH2:55][CH3:56])(=[O:53])[C:50]#[C:51][CH3:52].C(P(CCCC)CCCC)CCC, predict the reaction product. The product is: [S:1]1[CH:5]=[CH:4][CH:3]=[C:2]1[S:6]([NH:9][C:10]1[CH:11]=[C:12]([O:22][C:23]([F:24])([F:25])[F:26])[CH:13]=[C:14]2[C:18]=1[NH:17][C:16]([C:19]1[S:36][CH:51]([CH2:50][C:49]([O:54][CH2:55][CH3:56])=[O:53])[CH2:52][N:21]=1)=[CH:15]2)(=[O:8])=[O:7]. (5) Given the reactants [CH3:1][O:2][C:3]1[CH:4]=[C:5]2[C:10](=[C:11]3[CH2:15][C:14]([CH3:17])([CH3:16])[O:13][C:12]=13)[C:9]([C:18]1[CH:19]=[C:20]([CH:26]=[CH:27][CH:28]=1)[O:21][CH2:22][C:23](O)=[O:24])=[N:8][C:7]([CH3:30])([CH3:29])[CH2:6]2.CN.CO.O.O[N:37]1[C:41]2C=CC=CC=2N=N1.Cl.C(N=C=NCCCN(C)C)C, predict the reaction product. The product is: [CH3:41][NH:37][C:23](=[O:24])[CH2:22][O:21][C:20]1[CH:26]=[CH:27][CH:28]=[C:18]([C:9]2[C:10]3[C:5](=[CH:4][C:3]([O:2][CH3:1])=[C:12]4[O:13][C:14]([CH3:17])([CH3:16])[CH2:15][C:11]4=3)[CH2:6][C:7]([CH3:29])([CH3:30])[N:8]=2)[CH:19]=1. (6) Given the reactants [OH-].[Na+].[CH2:3]([O:14][C:15]1[CH:24]=[CH:23][C:18]([C:19]([O:21]C)=[O:20])=[CH:17][CH:16]=1)[CH2:4][CH2:5]/[CH:6]=[CH:7]\[CH2:8][CH2:9][CH2:10][CH2:11][CH2:12][CH3:13], predict the reaction product. The product is: [CH2:3]([O:14][C:15]1[CH:16]=[CH:17][C:18]([C:19]([OH:21])=[O:20])=[CH:23][CH:24]=1)[CH2:4][CH2:5]/[CH:6]=[CH:7]\[CH2:8][CH2:9][CH2:10][CH2:11][CH2:12][CH3:13]. (7) Given the reactants [Br:1][CH2:2][CH2:3][C:4]1([CH2:10][C:11]([OH:13])=[O:12])[CH2:9][CH2:8][CH2:7][CH2:6][CH2:5]1.S(Cl)(Cl)=O.[CH3:18]O, predict the reaction product. The product is: [Br:1][CH2:2][CH2:3][C:4]1([CH2:10][C:11]([O:13][CH3:18])=[O:12])[CH2:9][CH2:8][CH2:7][CH2:6][CH2:5]1. (8) Given the reactants [Br:1][C:2]1[CH:3]=[C:4]2[C:9](=[CH:10][CH:11]=1)[C:8](=[O:12])[N:7]([CH2:13][C:14]1[CH:19]=[CH:18][C:17]([S:20]([CH3:23])(=[O:22])=[O:21])=[CH:16][CH:15]=1)[C:6]([C:24](=[O:27])[CH2:25]Br)=[C:5]2[C:28]1[CH:33]=[CH:32][CH:31]=[CH:30][CH:29]=1.[C:34]([NH2:38])(=S)[CH2:35][CH3:36].C1COCC1, predict the reaction product. The product is: [NH2:38]/[C:34](/[CH2:35][CH3:36])=[CH:25]\[C:24]([C:6]1[N:7]([CH2:13][C:14]2[CH:15]=[CH:16][C:17]([S:20]([CH3:23])(=[O:22])=[O:21])=[CH:18][CH:19]=2)[C:8](=[O:12])[C:9]2[C:4]([C:5]=1[C:28]1[CH:33]=[CH:32][CH:31]=[CH:30][CH:29]=1)=[CH:3][C:2]([Br:1])=[CH:11][CH:10]=2)=[O:27]. (9) Given the reactants [NH2:1][C:2]1[C:11]2=[CH:12][N:13]([CH:15]3[C:19]([OH:21])([CH3:20])[CH:18]([OH:22])[CH:17]([CH2:23][OH:24])[O:16]3)[N:14]=[C:9]3[C:10]2=[C:4]([C:5](=[O:25])[NH:6][N:7]=[CH:8]3)[CH:3]=1.C1CCC(N=C=N[CH:35]2[CH2:40][CH2:39]CCC2)CC1.[C:41](O)(=[O:44])[CH2:42][CH3:43].CN(C=[O:50])C, predict the reaction product. The product is: [NH2:1][C:2]1[C:11]2=[CH:12][N:13]([CH:15]3[O:16][CH:17]([CH2:23][O:24][C:41](=[O:44])[CH2:42][CH3:43])[CH:18]([O:22][C:39](=[O:50])[CH2:40][CH3:35])[C:19]3([OH:21])[CH3:20])[N:14]=[C:9]3[C:10]2=[C:4]([C:5](=[O:25])[NH:6][N:7]=[CH:8]3)[CH:3]=1. (10) Given the reactants [Cl:1][C:2]1[CH:3]=[C:4]([CH:6]=[CH:7][C:8]=1[Cl:9])[NH2:5].C(P1(=O)OP(CCC)(=O)OP([CH2:24][CH2:25][CH3:26])(=O)O1)CC.CC[N:30]([CH:34]([CH3:36])C)[CH:31]([CH3:33])C.[CH3:37][OH:38].C(Cl)Cl.[C:42]([O:45][CH2:46][CH3:47])(=O)[CH3:43], predict the reaction product. The product is: [Cl:1][C:2]1[CH:3]=[C:4]([NH:5][C:37]([C@@H:24]2[C@@H:25]([C:26]3[CH:33]=[CH:31][N:30]=[CH:34][CH:36]=3)[C@H:46]3[O:45][C@@H:42]2[CH2:43][CH2:47]3)=[O:38])[CH:6]=[CH:7][C:8]=1[Cl:9].